This data is from Forward reaction prediction with 1.9M reactions from USPTO patents (1976-2016). The task is: Predict the product of the given reaction. (1) Given the reactants [C:1]1(=[O:7])[NH:6][CH2:5][CH2:4][CH2:3][CH2:2]1.[H-].[Na+].Cl[CH2:11][C:12]1[N:13]=[C:14]([C:17]2[CH:22]=[CH:21][C:20]([O:23][CH2:24][CH2:25][CH2:26][Cl:27])=[CH:19][CH:18]=2)[O:15][CH:16]=1, predict the reaction product. The product is: [Cl:27][CH2:26][CH2:25][CH2:24][O:23][C:20]1[CH:19]=[CH:18][C:17]([C:14]2[O:15][CH:16]=[C:12]([CH2:11][N:6]3[CH2:5][CH2:4][CH2:3][CH2:2][C:1]3=[O:7])[N:13]=2)=[CH:22][CH:21]=1. (2) Given the reactants CC(C)([O-])C.[K+].Cl.[F:8][C:9]([F:21])([F:20])[C:10]1[CH:19]=[C:18]2[C:13]([CH2:14][CH2:15][NH:16][CH2:17]2)=[CH:12][CH:11]=1.Br[C:23]1[CH:28]=[C:27]([CH3:29])[C:26]([NH:30][C:31](=[O:37])[CH2:32][C:33]([CH3:36])([CH3:35])[CH3:34])=[C:25]([CH3:38])[CH:24]=1, predict the reaction product. The product is: [CH3:29][C:27]1[CH:28]=[C:23]([N:16]2[CH2:15][CH2:14][C:13]3[C:18](=[CH:19][C:10]([C:9]([F:8])([F:20])[F:21])=[CH:11][CH:12]=3)[CH2:17]2)[CH:24]=[C:25]([CH3:38])[C:26]=1[NH:30][C:31](=[O:37])[CH2:32][C:33]([CH3:35])([CH3:34])[CH3:36]. (3) Given the reactants C(N[C@@H](C1C=CC=CC=1)C)C1C=CC=CC=1.[Cl:17][C:18]1[CH:19]=[CH:20][C:21]2[N:27]3[C:28]([C:31]([F:34])([F:33])[F:32])=[N:29][N:30]=[C:26]3[C@@H:25]([CH2:35][C:36]([OH:38])=[O:37])[O:24][C@H:23]([C:39]3[CH:44]=[CH:43][CH:42]=[C:41]([O:45][CH3:46])[C:40]=3[Cl:47])[C:22]=2[CH:48]=1.O, predict the reaction product. The product is: [Cl:17][C:18]1[CH:19]=[CH:20][C:21]2[N:27]3[C:28]([C:31]([F:34])([F:33])[F:32])=[N:29][N:30]=[C:26]3[C@@H:25]([CH2:35][C:36]([OH:38])=[O:37])[O:24][C@H:23]([C:39]3[CH:44]=[CH:43][CH:42]=[C:41]([O:45][CH3:46])[C:40]=3[Cl:47])[C:22]=2[CH:48]=1. (4) Given the reactants [ClH:1].[NH2:2][C@@H:3]1[C:9](=[O:10])[N:8]2[CH2:11][CH2:12][CH2:13][CH2:14][C@@H:7]2[CH:6]=[CH:5][CH2:4]1.[C:15](OC(N[C@@H](CCC=C)C(O)=O)=O)(C)(C)C, predict the reaction product. The product is: [ClH:1].[NH2:2][C@@H:3]1[C:9](=[O:10])[N:8]2[CH2:11][CH2:12][CH2:13][CH2:14][C@@H:7]2[CH:6]=[CH:5][CH2:4][CH2:15]1. (5) Given the reactants [CH2:1]([O:8][CH2:9][CH2:10][O:11][C:12]1[CH:19]=[CH:18][C:15]([CH:16]=[O:17])=[CH:14][C:13]=1[OH:20])[C:2]1[CH:7]=[CH:6][CH:5]=[CH:4][CH:3]=1.[C:21](OC(O[C:21]([CH3:24])([CH3:23])[CH3:22])N(C)C)([CH3:24])([CH3:23])[CH3:22], predict the reaction product. The product is: [CH2:1]([O:8][CH2:9][CH2:10][O:11][C:12]1[CH:19]=[CH:18][C:15]([CH:16]=[O:17])=[CH:14][C:13]=1[O:20][C:21]([CH3:24])([CH3:23])[CH3:22])[C:2]1[CH:3]=[CH:4][CH:5]=[CH:6][CH:7]=1.